Dataset: Full USPTO retrosynthesis dataset with 1.9M reactions from patents (1976-2016). Task: Predict the reactants needed to synthesize the given product. (1) Given the product [NH2:1][C:2]1[C:3]([O:15][CH3:14])=[N:4][C:5]2[C:10]([N:11]=1)=[CH:9][C:8]([Cl:12])=[CH:7][CH:6]=2, predict the reactants needed to synthesize it. The reactants are: [NH2:1][C:2]1[C:3](Cl)=[N:4][C:5]2[C:10]([N:11]=1)=[CH:9][C:8]([Cl:12])=[CH:7][CH:6]=2.[CH3:14][O-:15].[Na+]. (2) Given the product [Cl:1][C:2]1[N:3]=[CH:4][N:5]=[C:6]([NH2:11])[C:7]=1[NH:8][CH3:9], predict the reactants needed to synthesize it. The reactants are: [Cl:1][C:2]1[C:7]([NH:8][CH3:9])=[C:6](Cl)[N:5]=[CH:4][N:3]=1.[NH3:11]. (3) Given the product [CH3:1][NH:2][CH2:9][CH:8]=[C:7]([F:11])[C:6]([F:14])([F:13])[C:5]([F:16])([F:15])[C:4]([F:18])([F:17])[F:3], predict the reactants needed to synthesize it. The reactants are: [CH3:1][NH2:2].[F:3][C:4]([F:18])([F:17])[C:5]([F:16])([F:15])[C:6]([F:14])([F:13])[C:7](F)([F:11])[CH2:8][CH2:9]I. (4) Given the product [CH2:12]([O:19][C:20]1[CH:21]=[C:22]([C:37]2[N:38]=[N:39][N:40]([C:2]3[CH:7]=[CH:6][C:5]([C:8]([F:11])([F:10])[F:9])=[CH:4][N:3]=3)[N:41]=2)[CH:23]=[C:24]([N+:34]([O-:36])=[O:35])[C:25]=1[O:26][CH2:27][C:28]1[CH:33]=[CH:32][CH:31]=[CH:30][CH:29]=1)[C:13]1[CH:18]=[CH:17][CH:16]=[CH:15][CH:14]=1, predict the reactants needed to synthesize it. The reactants are: Cl[C:2]1[CH:7]=[CH:6][C:5]([C:8]([F:11])([F:10])[F:9])=[CH:4][N:3]=1.[CH2:12]([O:19][C:20]1[CH:21]=[C:22]([C:37]2[N:38]=[N:39][NH:40][N:41]=2)[CH:23]=[C:24]([N+:34]([O-:36])=[O:35])[C:25]=1[O:26][CH2:27][C:28]1[CH:33]=[CH:32][CH:31]=[CH:30][CH:29]=1)[C:13]1[CH:18]=[CH:17][CH:16]=[CH:15][CH:14]=1.C(=O)([O-])[O-].[K+].[K+].